Dataset: Forward reaction prediction with 1.9M reactions from USPTO patents (1976-2016). Task: Predict the product of the given reaction. (1) Given the reactants [Cl:1][C:2]1[CH:7]=[CH:6][C:5]([CH2:8]Cl)=[CH:4][N:3]=1.[CH3:10][NH:11][CH:12]1[CH2:17][CH2:16][CH2:15][CH2:14][CH2:13]1.C(=O)([O-])[O-].[K+].[K+], predict the reaction product. The product is: [Cl:1][C:2]1[N:3]=[CH:4][C:5]([CH2:8][N:11]([CH:12]2[CH2:17][CH2:16][CH2:15][CH2:14][CH2:13]2)[CH3:10])=[CH:6][CH:7]=1. (2) Given the reactants [C:1](Cl)(=[O:6])[CH2:2][C:3](Cl)=[O:4].[I:8][C:9]1[CH:14]=[CH:13][C:12]([NH:15][NH2:16])=[CH:11][CH:10]=1, predict the reaction product. The product is: [I:8][C:9]1[CH:14]=[CH:13][C:12]([N:15]2[C:3](=[O:4])[CH2:2][C:1](=[O:6])[NH:16]2)=[CH:11][CH:10]=1. (3) Given the reactants [C:1](N1C=CN=C1)(N1C=CN=C1)=[O:2].[F:13][C:14]1[CH:19]=[CH:18][C:17]([C:20]2[C:21]([C:28]3[CH:33]=[CH:32][N:31]=[CH:30][CH:29]=3)=[C:22]([NH:26][NH2:27])[N:23]=[N:24][CH:25]=2)=[CH:16][CH:15]=1, predict the reaction product. The product is: [F:13][C:14]1[CH:15]=[CH:16][C:17]([C:20]2[CH:25]=[N:24][N:23]3[C:1](=[O:2])[NH:27][N:26]=[C:22]3[C:21]=2[C:28]2[CH:33]=[CH:32][N:31]=[CH:30][CH:29]=2)=[CH:18][CH:19]=1. (4) Given the reactants [C:1]1([C:20]2[CH:25]=[CH:24][CH:23]=[CH:22][CH:21]=2)[CH:6]=[CH:5][C:4]([S:7]([N:10]2[CH:14]=[CH:13][C:12](/[CH:15]=[CH:16]/[C:17](O)=[O:18])=[CH:11]2)(=[O:9])=[O:8])=[CH:3][CH:2]=1.C1C=CC2N(O)N=NC=2C=1.Cl.[C:37]([NH:44][C:45]1[CH:50]=[CH:49][CH:48]=[CH:47][C:46]=1[NH2:51])([O:39][C:40]([CH3:43])([CH3:42])[CH3:41])=[O:38], predict the reaction product. The product is: [C:40]([O:39][C:37](=[O:38])[NH:44][C:45]1[CH:50]=[CH:49][CH:48]=[CH:47][C:46]=1[NH:51][C:17](=[O:18])/[CH:16]=[CH:15]/[C:12]1[CH:13]=[CH:14][N:10]([S:7]([C:4]2[CH:5]=[CH:6][C:1]([C:20]3[CH:21]=[CH:22][CH:23]=[CH:24][CH:25]=3)=[CH:2][CH:3]=2)(=[O:9])=[O:8])[CH:11]=1)([CH3:43])([CH3:42])[CH3:41]. (5) Given the reactants CON(C)[C:4]([CH:6]1[CH2:10][C:9](=[O:11])[N:8]([CH2:12][C:13]2[CH:18]=[CH:17][C:16]([O:19][CH3:20])=[CH:15][CH:14]=2)[CH2:7]1)=[O:5].[CH2:22]1COCC1.C[Mg]Cl, predict the reaction product. The product is: [C:4]([CH:6]1[CH2:7][N:8]([CH2:12][C:13]2[CH:14]=[CH:15][C:16]([O:19][CH3:20])=[CH:17][CH:18]=2)[C:9](=[O:11])[CH2:10]1)(=[O:5])[CH3:22]. (6) The product is: [CH3:21][N:19]([CH3:20])[C:17]([CH:16]([NH:15][C:11]([C:9]1[NH:10][C:4]2[CH:3]=[C:2]([Cl:1])[N:7]=[CH:6][C:5]=2[CH:8]=1)=[O:13])[CH2:22][C:23]1[CH:28]=[CH:27][CH:26]=[CH:25][CH:24]=1)=[O:18]. Given the reactants [Cl:1][C:2]1[N:7]=[CH:6][C:5]2[CH:8]=[C:9]([C:11]([OH:13])=O)[NH:10][C:4]=2[CH:3]=1.Cl.[NH2:15][C@@H:16]([CH2:22][C:23]1[CH:28]=[CH:27][CH:26]=[CH:25][CH:24]=1)[C:17]([N:19]([CH3:21])[CH3:20])=[O:18].CCN(C(C)C)C(C)C.C1C=CC2N(O)N=NC=2C=1.CCN=C=NCCCN(C)C, predict the reaction product. (7) The product is: [CH:18]12[O:23][CH:21]([CH2:20][CH2:19]1)[CH2:22][N:16]([C:14]1[N:15]=[C:10]([C:7]3[CH:8]=[CH:9][C:4]([NH2:1])=[CH:5][CH:6]=3)[CH:11]=[C:12]([N:24]3[CH2:25][CH:26]4[O:31][CH:29]([CH2:28][CH2:27]4)[CH2:30]3)[N:13]=1)[CH2:17]2. Given the reactants [N+:1]([C:4]1[CH:9]=[CH:8][C:7]([C:10]2[N:15]=[C:14]([N:16]3[CH2:22][CH:21]4[O:23][CH:18]([CH2:19][CH2:20]4)[CH2:17]3)[N:13]=[C:12]([N:24]3[CH2:30][CH:29]4[O:31][CH:26]([CH2:27][CH2:28]4)[CH2:25]3)[CH:11]=2)=[CH:6][CH:5]=1)([O-])=O.C(NC1C=CC=CC=1)C, predict the reaction product.